This data is from Full USPTO retrosynthesis dataset with 1.9M reactions from patents (1976-2016). The task is: Predict the reactants needed to synthesize the given product. Given the product [C:23]([O:26][C@@H:27]1[C@@H:68]([O:69][C:70](=[O:72])[CH3:71])[C@H:67]([O:73][C:74](=[O:76])[CH3:75])[C@@H:66]([C:77]([O:79][CH3:80])=[O:78])[O:65][C@H:28]1[O:29][C:30]1[CH:35]=[CH:34][C:33]([C@@H:36]2[C@@H:39]([CH2:40][CH2:41][C@H:42]([O:50][C:51](=[O:53])[CH3:52])[C:43]3[CH:44]=[CH:45][C:46]([F:49])=[CH:47][CH:48]=3)[C:38](=[O:54])[N:37]2[C:55]2[CH:60]=[CH:59][C:58]([C:61]#[C:62][CH:63]=[O:64])=[CH:57][CH:56]=2)=[CH:32][CH:31]=1)(=[O:25])[CH3:24], predict the reactants needed to synthesize it. The reactants are: CC(OI1(OC(C)=O)(OC(C)=O)OC(=O)C2C=CC=CC1=2)=O.[C:23]([O:26][C@@H:27]1[C@@H:68]([O:69][C:70](=[O:72])[CH3:71])[C@H:67]([O:73][C:74](=[O:76])[CH3:75])[C@@H:66]([C:77]([O:79][CH3:80])=[O:78])[O:65][C@H:28]1[O:29][C:30]1[CH:35]=[CH:34][C:33]([C@@H:36]2[C@@H:39]([CH2:40][CH2:41][C@H:42]([O:50][C:51](=[O:53])[CH3:52])[C:43]3[CH:48]=[CH:47][C:46]([F:49])=[CH:45][CH:44]=3)[C:38](=[O:54])[N:37]2[C:55]2[CH:60]=[CH:59][C:58]([C:61]#[C:62][CH2:63][OH:64])=[CH:57][CH:56]=2)=[CH:32][CH:31]=1)(=[O:25])[CH3:24].N1C=CC=CC=1.C(=O)(O)[O-].[Na+].